From a dataset of Full USPTO retrosynthesis dataset with 1.9M reactions from patents (1976-2016). Predict the reactants needed to synthesize the given product. (1) The reactants are: [CH3:1][CH2:2][CH2:3][CH:4]([C:8](N)=[O:9])[CH2:5][CH2:6][CH3:7].C(Cl)(=O)C(Cl)=[O:13].C1C(/C=C/[N+]([O-])=O)=CC(O)=C(O)C=1. Given the product [C:8]([OH:9])(=[O:13])[CH:4]([CH2:5][CH2:6][CH3:7])[CH2:3][CH2:2][CH3:1], predict the reactants needed to synthesize it. (2) Given the product [CH2:12]([C:2]1[CH:3]=[N:4][CH:5]=[CH:6][C:7]=1[C:8]([O:10][CH3:11])=[O:9])[CH3:13], predict the reactants needed to synthesize it. The reactants are: Br[C:2]1[CH:3]=[N:4][CH:5]=[CH:6][C:7]=1[C:8]([O:10][CH3:11])=[O:9].[CH2:12]([Zn]CC)[CH3:13].O.Cl. (3) Given the product [CH2:1]([O:3][C:4](=[O:35])[NH:5][C:6]1[N:15]([CH2:16][C:17]2[CH:22]=[CH:21][C:20]([O:23][CH2:24][C:25]3[CH:30]=[CH:29][C:28]([O:31][CH3:32])=[CH:27][CH:26]=3)=[C:19]([O:33][CH3:34])[CH:18]=2)[C:9]2=[N:10][CH:11]=[C:12]([C:40]3[CH:39]=[N:38][N:37]([CH3:36])[CH:41]=3)[CH:13]=[C:8]2[N:7]=1)[CH3:2], predict the reactants needed to synthesize it. The reactants are: [CH2:1]([O:3][C:4](=[O:35])[NH:5][C:6]1[N:15]([CH2:16][C:17]2[CH:22]=[CH:21][C:20]([O:23][CH2:24][C:25]3[CH:30]=[CH:29][C:28]([O:31][CH3:32])=[CH:27][CH:26]=3)=[C:19]([O:33][CH3:34])[CH:18]=2)[C:9]2=[N:10][CH:11]=[C:12](I)[CH:13]=[C:8]2[N:7]=1)[CH3:2].[CH3:36][N:37]1[CH:41]=[C:40](B2OC(C)(C)C(C)(C)O2)[CH:39]=[N:38]1. (4) Given the product [Cl:17][C:14]1[CH:15]=[CH:16][C:11]([C:8]2[CH:9]=[N:10][C:5]3[N:6]([CH:19]=[C:3]([CH2:2][O:20][C:21]4[CH:26]=[CH:25][CH:24]=[CH:23][N:22]=4)[N:4]=3)[N:7]=2)=[C:12]([CH3:18])[CH:13]=1, predict the reactants needed to synthesize it. The reactants are: Cl[CH2:2][C:3]1[N:4]=[C:5]2[N:10]=[CH:9][C:8]([C:11]3[CH:16]=[CH:15][C:14]([Cl:17])=[CH:13][C:12]=3[CH3:18])=[N:7][N:6]2[CH:19]=1.[OH:20][C:21]1[CH:26]=[CH:25][CH:24]=[CH:23][N:22]=1. (5) The reactants are: C1C(=O)N(Cl)C(=O)C1.[CH2:9]([O:16][N:17]1[C:23](=[O:24])[N:22]2[CH2:25][CH:18]1[CH2:19][CH2:20][CH:21]2/[CH:26]=[N:27]/[OH:28])[C:10]1[CH:15]=[CH:14][CH:13]=[CH:12][CH:11]=1.[C:29]([Si:31]([CH3:34])([CH3:33])[CH3:32])#[CH:30].CCN(C(C)C)C(C)C. Given the product [CH2:9]([O:16][N:17]1[C:23](=[O:24])[N:22]2[CH2:25][C@H:18]1[CH2:19][CH2:20][C@H:21]2[C:26]1[CH:30]=[C:29]([Si:31]([CH3:34])([CH3:33])[CH3:32])[O:28][N:27]=1)[C:10]1[CH:11]=[CH:12][CH:13]=[CH:14][CH:15]=1, predict the reactants needed to synthesize it.